This data is from Peptide-MHC class II binding affinity with 134,281 pairs from IEDB. The task is: Regression. Given a peptide amino acid sequence and an MHC pseudo amino acid sequence, predict their binding affinity value. This is MHC class II binding data. (1) The binding affinity (normalized) is 0.186. The MHC is DRB1_1501 with pseudo-sequence DRB1_1501. The peptide sequence is SINYRTEIDKPSQHH. (2) The peptide sequence is AKLMRDIPFRVGAVV. The MHC is DRB5_0101 with pseudo-sequence DRB5_0101. The binding affinity (normalized) is 0.612. (3) The peptide sequence is SQVNPITLTAALLLL. The MHC is DRB1_0701 with pseudo-sequence DRB1_0701. The binding affinity (normalized) is 0.957. (4) The peptide sequence is FVNQHLCGSHLVEAL. The MHC is DRB1_0405 with pseudo-sequence DRB1_0405. The binding affinity (normalized) is 0.242. (5) The peptide sequence is AALAAAAGVPPADKY. The MHC is HLA-DPA10301-DPB10402 with pseudo-sequence HLA-DPA10301-DPB10402. The binding affinity (normalized) is 0.0304. (6) The peptide sequence is FAVVDLNKMRAVWVD. The MHC is DRB1_0301 with pseudo-sequence DRB1_0301. The binding affinity (normalized) is 0.501. (7) The peptide sequence is RQEKWMTGRMGERQL. The MHC is HLA-DQA10103-DQB10603 with pseudo-sequence HLA-DQA10103-DQB10603. The binding affinity (normalized) is 0.